The task is: Predict the reactants needed to synthesize the given product.. This data is from Full USPTO retrosynthesis dataset with 1.9M reactions from patents (1976-2016). (1) Given the product [Br:1][C:2]1[C:3]([CH3:9])=[C:4]([NH:5][C:14]([CH:13]2[CH2:11][CH2:12]2)=[O:15])[CH:6]=[CH:7][CH:8]=1, predict the reactants needed to synthesize it. The reactants are: [Br:1][C:2]1[C:3]([CH3:9])=[C:4]([CH:6]=[CH:7][CH:8]=1)[NH2:5].Br[CH2:11][CH2:12][CH2:13][C:14](Cl)=[O:15].[H-].[Na+]. (2) Given the product [CH3:1][O:2][C:3](=[O:39])[C@@H:4]([NH:20][C:21]([C:23]1[CH:28]=[CH:27][C:26]([C:29]2[CH:34]=[CH:33][C:32]([C:35]([F:37])([F:36])[F:38])=[CH:31][CH:30]=2)=[CH:25][CH:24]=1)=[O:22])[CH2:5][N:6]([C:43]1[CH:42]=[CH:41][N:40]=[CH:45][CH:44]=1)[CH2:7][CH2:21][C:23]1[CH:24]=[CH:25][C:26]([C:58]2[CH:59]=[CH:34][CH:29]=[CH:30][CH:31]=2)=[CH:27][CH:28]=1, predict the reactants needed to synthesize it. The reactants are: [CH3:1][O:2][C:3](=[O:39])[C@@H:4]([NH:20][C:21]([C:23]1[CH:28]=[CH:27][C:26]([C:29]2[CH:34]=[CH:33][C:32]([C:35]([F:38])([F:37])[F:36])=[CH:31][CH:30]=2)=[CH:25][CH:24]=1)=[O:22])[CH2:5][NH:6][CH2:7]C1C=CC(C2C=CC=CC=2)=CC=1.[N:40]1[CH:45]=[CH:44][C:43](C=O)=[CH:42][CH:41]=1.C(O[BH-](O[C:58](=O)[CH3:59])OC(=O)C)(=O)C.[Na+]. (3) Given the product [CH:19]([C:10]1[CH:11]=[C:12]([CH3:23])[C:13]2[C:8](=[C:7]3[C:16](=[CH:15][CH:14]=2)[CH:17]=[CH:18][C:5]([CH:1]([CH2:3][CH3:4])[CH3:2])=[N:6]3)[N:9]=1)([CH2:21][CH3:22])[CH3:20], predict the reactants needed to synthesize it. The reactants are: [CH:1]([C:5]1[CH:18]=[CH:17][C:16]2[C:7](=[C:8]3[C:13](=[CH:14][CH:15]=2)[CH:12]=[CH:11][C:10]([CH:19]([CH2:21][CH3:22])[CH3:20])=[N:9]3)[N:6]=1)([CH2:3][CH3:4])[CH3:2].[CH3:23]C1C2C(=C3C(=CC=2)C=CC=N3)N=CC=1.C([Li])(CC)C.